From a dataset of Drug-target binding data from BindingDB using IC50 measurements. Regression. Given a target protein amino acid sequence and a drug SMILES string, predict the binding affinity score between them. We predict pIC50 (pIC50 = -log10(IC50 in M); higher means more potent). Dataset: bindingdb_ic50. The small molecule is O=C1C2=C(CCCC2)S(=O)(=O)N1c1c(F)c(F)nc(F)c1F. The target protein (P19835) has sequence MGRLQLVVLGLTCCWAVASAAKLGAVYTEGGFVEGVNKKLGLLGDSVDIFKGIPFAAPTKALENPQPHPGWQGTLKAKNFKKRCLQATITQDSTYGDEDCLYLNIWVPQGRKQVSRDLPVMIWIYGGAFLMGSGHGANFLNNYLYDGEEIATRGNVIVVTFNYRVGPLGFLSTGDANLPGNYGLRDQHMAIAWVKRNIAAFGGDPNNITLFGESAGGASVSLQTLSPYNKGLIRRAISQSGVALSPWVIQKNPLFWAKKVAEKVGCPVGDAARMAQCLKVTDPRALTLAYKVPLAGLEYPMLHYVGFVPVIDGDFIPADPINLYANAADIDYIAGTNNMDGHIFASIDMPAINKGNKKVTEEDFYKLVSEFTITKGLRGAKTTFDVYTESWAQDPSQENKKKTVVDFETDVLFLVPTEIALAQHRANAKSAKTYAYLFSHPSRMPVYPKWVGADHADDIQYVFGKPFATPTGYRPQDRTVSKAMIAYWTNFAKTGDPNMG.... The pIC50 is 4.0.